This data is from Forward reaction prediction with 1.9M reactions from USPTO patents (1976-2016). The task is: Predict the product of the given reaction. (1) The product is: [OH:38][C:23]1[CH:24]=[CH:25][C:26]([C:28]([F:37])([C:29]([F:30])([F:31])[F:32])[C:33]([F:34])([F:35])[F:36])=[CH:27][C:22]=1[NH:21][C:12](=[O:20])[C:13]1[CH:14]=[CH:15][N:16]=[CH:17][CH:18]=1. Given the reactants CCN=C=NCCCN(C)C.[C:12]([OH:20])(=O)[C:13]1[CH:18]=[CH:17][N:16]=[CH:15][CH:14]=1.[NH2:21][C:22]1[CH:27]=[C:26]([C:28]([F:37])([C:33]([F:36])([F:35])[F:34])[C:29]([F:32])([F:31])[F:30])[CH:25]=[CH:24][C:23]=1[OH:38], predict the reaction product. (2) Given the reactants C(O[C:4]([C:6]1[NH:7][C:8]2[C:13]([CH:14]=1)=[CH:12][C:11]([NH:15][CH:16]1[CH2:21][CH2:20][N:19]([CH:22]([CH3:24])[CH3:23])[CH2:18][CH2:17]1)=[CH:10][CH:9]=2)=[O:5])C.[F:25][C:26]1[CH:27]=[C:28]([CH:30]=[CH:31][C:32]=1[F:33])[NH2:29], predict the reaction product. The product is: [F:25][C:26]1[CH:27]=[C:28]([NH:29][C:4]([C:6]2[NH:7][C:8]3[C:13]([CH:14]=2)=[CH:12][C:11]([NH:15][CH:16]2[CH2:17][CH2:18][N:19]([CH:22]([CH3:23])[CH3:24])[CH2:20][CH2:21]2)=[CH:10][CH:9]=3)=[O:5])[CH:30]=[CH:31][C:32]=1[F:33]. (3) Given the reactants [H-].[Na+].[CH3:3][O:4][C:5]1[CH:6]=[C:7]([CH2:13][CH2:14][C:15]([C:17]2[CH:22]=[CH:21][CH:20]=[C:19]([OH:23])[CH:18]=2)=[O:16])[CH:8]=[CH:9][C:10]=1[O:11][CH3:12].[C:24]([O:28][C:29](=[O:32])[CH2:30]Br)([CH3:27])([CH3:26])[CH3:25], predict the reaction product. The product is: [C:24]([O:28][C:29]([CH2:30][O:23][C:19]1[CH:18]=[C:17]([C:15](=[O:16])[CH2:14][CH2:13][C:7]2[CH:8]=[CH:9][C:10]([O:11][CH3:12])=[C:5]([O:4][CH3:3])[CH:6]=2)[CH:22]=[CH:21][CH:20]=1)=[O:32])([CH3:27])([CH3:26])[CH3:25]. (4) Given the reactants O=[C:2]([C:9]1[CH:13]=[CH:12][O:11][CH:10]=1)[CH2:3][C:4]([O:6]CC)=O.[N+:14]([C:17]1[CH:22]=[CH:21][C:20]([NH:23][NH2:24])=[CH:19][CH:18]=1)([O-:16])=[O:15].Cl, predict the reaction product. The product is: [O:11]1[CH:12]=[CH:13][C:9]([C:2]2[CH:3]=[C:4]([OH:6])[N:23]([C:20]3[CH:21]=[CH:22][C:17]([N+:14]([O-:16])=[O:15])=[CH:18][CH:19]=3)[N:24]=2)=[CH:10]1. (5) Given the reactants OO.[C:3]([O:23][CH:24]1[CH2:29][C:28]([CH3:31])([CH3:30])[N:27]([OH:32])[C:26]([CH3:34])([CH3:33])[CH2:25]1)(=[O:22])[CH2:4][CH2:5][CH2:6][CH2:7][C:8]([O:10][CH:11]1[CH2:16][C:15]([CH3:18])([CH3:17])[N:14]([OH:19])[C:13]([CH3:21])([CH3:20])[CH2:12]1)=[O:9].S([O-])([O-])=O.[Na+].[Na+].[C:41]([OH:45])([CH3:44])([CH3:43])[CH3:42], predict the reaction product. The product is: [C:3]([O:23][CH:24]1[CH2:25][C:26]([CH3:34])([CH3:33])[N:27]([O:32][CH2:42][C:41]([OH:45])([CH3:44])[CH3:43])[C:28]([CH3:31])([CH3:30])[CH2:29]1)(=[O:22])[CH2:4][CH2:5][CH2:6][CH2:7][C:8]([O:10][CH:11]1[CH2:16][C:15]([CH3:18])([CH3:17])[N:14]([O:19][CH2:42][C:41]([OH:45])([CH3:44])[CH3:43])[C:13]([CH3:21])([CH3:20])[CH2:12]1)=[O:9]. (6) Given the reactants O1C2C=CC(C=CC3C4C(=CC(NC5CC(C)([N+]([O-])=O)C=CC=5)=CC=4)N(COCC[Si](C)(C)C)N=3)=CC=2OC1.[O:40]1[C:44]2[CH:45]=[CH:46][C:47]([CH:49]=[CH:50][C:51]3[C:59]4[C:54](=[CH:55][C:56]([N:60]([CH3:70])[C:61]5[CH:66]=[CH:65][CH:64]=[C:63]([N+:67]([O-])=O)[CH:62]=5)=[CH:57][CH:58]=4)[NH:53][N:52]=3)=[CH:48][C:43]=2[O:42][CH2:41]1, predict the reaction product. The product is: [O:40]1[C:44]2[CH:45]=[CH:46][C:47]([CH:49]=[CH:50][C:51]3[C:59]4[C:54](=[CH:55][C:56]([N:60]([CH3:70])[C:61]5[CH:66]=[CH:65][CH:64]=[C:63]([NH2:67])[CH:62]=5)=[CH:57][CH:58]=4)[NH:53][N:52]=3)=[CH:48][C:43]=2[O:42][CH2:41]1. (7) Given the reactants [C:1]([C:3]1[CH:4]=[C:5]2[C:10](=[CH:11][C:12]=1[OH:13])[N:9]=[CH:8][CH:7]=[C:6]2[O:14][C:15]1[CH:16]=[C:17]2[C:21](=[CH:22][CH:23]=1)[NH:20][CH:19]=[CH:18]2)#[N:2].[C:24](=[O:27])([O-:26])[O-:25].[K+].[K+].Br[CH2:31][CH:32]1[CH2:37][CH2:36][N:35](C(OC(C)(C)C)=O)[CH2:34][CH2:33]1.O, predict the reaction product. The product is: [C:1]([C:3]1[CH:4]=[C:5]2[C:10](=[CH:11][C:12]=1[O:13][CH2:31][CH:32]1[CH2:37][CH2:36][N:35]([O:27][C:24]([O:26][C:3]([CH3:4])([CH3:12])[CH3:1])=[O:25])[CH2:34][CH2:33]1)[N:9]=[CH:8][CH:7]=[C:6]2[O:14][C:15]1[CH:16]=[C:17]2[C:21](=[CH:22][CH:23]=1)[NH:20][CH:19]=[CH:18]2)#[N:2]. (8) Given the reactants [CH3:1][N:2](C)C=O.[Si:6]([O:13][C:14]1[CH:19]=[CH:18][C:17]([NH:20][C:21]2[CH:26]=[CH:25][N:24]=[C:23](Cl)[N:22]=2)=[CH:16][CH:15]=1)([C:9]([CH3:12])([CH3:11])[CH3:10])([CH3:8])[CH3:7], predict the reaction product. The product is: [Si:6]([O:13][C:14]1[CH:19]=[CH:18][C:17]([NH:20][C:21]2[CH:26]=[CH:25][N:24]=[C:23]([C:1]#[N:2])[N:22]=2)=[CH:16][CH:15]=1)([C:9]([CH3:12])([CH3:11])[CH3:10])([CH3:8])[CH3:7].